Dataset: hERG potassium channel inhibition data for cardiac toxicity prediction from Karim et al.. Task: Regression/Classification. Given a drug SMILES string, predict its toxicity properties. Task type varies by dataset: regression for continuous values (e.g., LD50, hERG inhibition percentage) or binary classification for toxic/non-toxic outcomes (e.g., AMES mutagenicity, cardiotoxicity, hepatotoxicity). Dataset: herg_karim. (1) The compound is CCn1cc(C2(c3cccc(NC(=O)c4ccc(Cl)cn4)c3)N=C(N)c3c(F)cccc32)cc(C)c1=O. The result is 1 (blocker). (2) The molecule is COc1cccc(-c2ccc(C#Cc3cccc(C#Cc4ccc(-c5cccc(OC)c5)cc4)[n+]3C)cc2)c1. The result is 1 (blocker).